From a dataset of Reaction yield outcomes from USPTO patents with 853,638 reactions. Predict the reaction yield, written as a fraction of the theoretical maximum amount of product (1.0 means a 100% yield; for example, 0.34 means a 34% yield). (1) The catalyst is Cl[Pd](Cl)([P](C1C=CC=CC=1)(C1C=CC=CC=1)C1C=CC=CC=1)[P](C1C=CC=CC=1)(C1C=CC=CC=1)C1C=CC=CC=1.O.C(O)C. The product is [Cl:18][C:6]1[N:7]=[C:8]([N:12]2[CH2:17][CH2:16][O:15][CH2:14][CH2:13]2)[C:9]2[N:10]=[CH:11][C:2]([C:27]3[CH:28]=[C:23]([NH:22][C:19](=[O:21])[CH3:20])[CH:24]=[CH:25][CH:26]=3)=[CH:3][C:4]=2[N:5]=1. The reactants are Br[C:2]1[CH:11]=[N:10][C:9]2[C:8]([N:12]3[CH2:17][CH2:16][O:15][CH2:14][CH2:13]3)=[N:7][C:6]([Cl:18])=[N:5][C:4]=2[CH:3]=1.[C:19]([NH:22][C:23]1[CH:24]=[C:25](B(O)O)[CH:26]=[CH:27][CH:28]=1)(=[O:21])[CH3:20].C(=O)([O-])[O-].[Na+].[Na+].C1(C)C=CC=CC=1. The yield is 0.760. (2) The reactants are [Br:1][C:2]1[C:3]2[C:7]([CH:8]=[CH:9][C:10]=1[F:11])=[N:6][N:5]1[C:12]([CH:17]3[CH2:22][CH2:21][N:20](C(OC(C)(C)C)=O)[CH2:19][CH2:18]3)=[CH:13][C:14](=[O:16])[NH:15][C:4]=21.[ClH:30]. The catalyst is O1CCOCC1. The product is [ClH:30].[Br:1][C:2]1[C:3]2[C:7]([CH:8]=[CH:9][C:10]=1[F:11])=[N:6][N:5]1[C:12]([CH:17]3[CH2:22][CH2:21][NH:20][CH2:19][CH2:18]3)=[CH:13][C:14](=[O:16])[NH:15][C:4]=21. The yield is 0.990. (3) The reactants are [NH2:1][C:2]1[CH:7]=[CH:6][CH:5]=[CH:4][C:3]=1[NH:8][C:9](=[O:22])[C:10]1[CH:15]=[CH:14][C:13]([C:16]#[C:17][Si](C)(C)C)=[CH:12][CH:11]=1.CCCC[N+](CCCC)(CCCC)CCCC.[F-].[NH4+].[Cl-]. The catalyst is C1COCC1.C(OCC)(=O)C. The product is [NH2:1][C:2]1[CH:7]=[CH:6][CH:5]=[CH:4][C:3]=1[NH:8][C:9](=[O:22])[C:10]1[CH:15]=[CH:14][C:13]([C:16]#[CH:17])=[CH:12][CH:11]=1. The yield is 0.460. (4) The reactants are [Br:1][C:2]1[CH:3]=[C:4]([CH3:11])[C:5](F)=[C:6]([CH:9]=1)[C:7]#[N:8].C(=O)([O-])[O-].[K+].[K+].[NH:18]1[CH:22]=[N:21][CH:20]=[N:19]1. The catalyst is CN(C=O)C.O. The product is [Br:1][C:2]1[CH:3]=[C:4]([CH3:11])[C:5]([N:18]2[CH:22]=[N:21][CH:20]=[N:19]2)=[C:6]([CH:9]=1)[C:7]#[N:8]. The yield is 0.490.